Dataset: Catalyst prediction with 721,799 reactions and 888 catalyst types from USPTO. Task: Predict which catalyst facilitates the given reaction. (1) Reactant: BrC1C=CC(C2C=[C:12]([N:14]3[CH2:19][CH2:18][O:17][CH2:16][CH2:15]3)C=CC=2C)=CC=1.[C:21]1(O)[CH:26]=[CH:25][CH:24]=[CH:23][CH:22]=1.[BrH:28].C=O.[BH-](OC(C)=O)(OC(C)=O)OC(C)=O.[Na+].C([O-])(O)=O.[Na+]. Product: [Br:28][C:21]1[CH:26]=[CH:25][C:24]([CH:16]2[O:17][CH2:18][CH2:19][N:14]([CH3:12])[CH2:15]2)=[CH:23][CH:22]=1. The catalyst class is: 1. (2) Reactant: F[C:2]1[C:7]([NH:8][C:9]([C:11]2[CH:12]=[C:13]3[CH:19]=[CH:18][N:17]([CH3:20])[C:14]3=[N:15][CH:16]=2)=O)=[CH:6][CH:5]=[C:4]([F:21])[N:3]=1.COC1C=CC(P2(SP(C3C=CC(OC)=CC=3)(=S)S2)=[S:31])=CC=1. Product: [F:21][C:4]1[N:3]=[C:2]2[S:31][C:9]([C:11]3[CH:12]=[C:13]4[CH:19]=[CH:18][N:17]([CH3:20])[C:14]4=[N:15][CH:16]=3)=[N:8][C:7]2=[CH:6][CH:5]=1. The catalyst class is: 11. (3) Reactant: [CH:1]([C:4]1[CH:8]=[N:7][N:6]([C:9]2[CH:14]=[CH:13][CH:12]=[CH:11][C:10]=2[O:15][C:16]([F:19])([F:18])[F:17])[C:5]=1[CH2:20][OH:21])([CH3:3])[CH3:2].Cl[C:23]1[N:28]=[C:27]([CH3:29])[C:26]([N+:30]([O-:32])=[O:31])=[CH:25][CH:24]=1.C(=O)([O-])[O-].[Cs+].[Cs+].C(P(C(C)(C)C)C1C=CC2C(=CC=CC=2)C=1C1C2C(=CC=CC=2)C=CC=1)(C)(C)C. Product: [CH:1]([C:4]1[CH:8]=[N:7][N:6]([C:9]2[CH:14]=[CH:13][CH:12]=[CH:11][C:10]=2[O:15][C:16]([F:17])([F:18])[F:19])[C:5]=1[CH2:20][O:21][C:23]1[N:28]=[C:27]([CH3:29])[C:26]([N+:30]([O-:32])=[O:31])=[CH:25][CH:24]=1)([CH3:3])[CH3:2]. The catalyst class is: 164. (4) Reactant: [NH2:1][C:2]1[CH:7]=[CH:6][C:5]([N:8]2[CH:13]=[CH:12][C:11](=[O:14])[CH2:10][CH2:9]2)=[C:4]([F:15])[CH:3]=1.[CH2:16]([O:18][C:19]([C@H:21]1[CH2:23][O:22]1)=[O:20])[CH3:17].[O-]S(C(F)(F)F)(=O)=O.[Li+]. Product: [CH2:16]([O:18][C:19](=[O:20])[C@H:21]([OH:22])[CH2:23][NH:1][C:2]1[CH:7]=[CH:6][C:5]([N:8]2[CH:9]=[CH:10][C:11](=[O:14])[CH2:12][CH2:13]2)=[C:4]([F:15])[CH:3]=1)[CH3:17]. The catalyst class is: 10. (5) Reactant: CO[C:3]([C:5]1[CH:10]=[CH:9][C:8](B(O)O)=[CH:7][CH:6]=1)=O.[NH2:14][C:15]1[CH2:16][C:17]([C:27]([N:29]([CH2:33][CH2:34][CH3:35])[CH2:30][CH2:31][CH3:32])=[O:28])=[CH:18][C:19]2[CH:25]=[CH:24][C:23](Br)=[CH:22][C:20]=2[N:21]=1.C(=O)([O-])[O-].[K+].[K+].[CH3:42][CH2:43][O:44][C:45]([CH3:47])=[O:46]. Product: [NH2:14][C:15]1[CH2:16][C:17]([C:27](=[O:28])[N:29]([CH2:33][CH2:34][CH3:35])[CH2:30][CH2:31][CH3:32])=[CH:18][C:19]2[CH:25]=[CH:24][C:23]([C:8]3[CH:7]=[CH:6][C:5]([CH2:3][CH2:47][C:45]([O:44][CH2:43][CH3:42])=[O:46])=[CH:10][CH:9]=3)=[CH:22][C:20]=2[N:21]=1. The catalyst class is: 790. (6) The catalyst class is: 7. Reactant: [F:1][C:2]1[CH:3]=[CH:4][C:5]2[O:9][CH:8]=[C:7]([CH2:10][C:11](O)=[O:12])[C:6]=2[CH:14]=1.[H-].[Al+3].[Li+].[H-].[H-].[H-]. Product: [F:1][C:2]1[CH:3]=[CH:4][C:5]2[O:9][CH:8]=[C:7]([CH2:10][CH2:11][OH:12])[C:6]=2[CH:14]=1. (7) Reactant: [CH2:1]([N:8]1[CH2:13][CH2:12][N:11]([C:14]([C:16]2[CH:20]=[C:19]([CH3:21])[N:18]([C:22]3[CH:27]=[CH:26][CH:25]=[CH:24][CH:23]=3)[C:17]=2[C:28]2[CH:33]=[CH:32][CH:31]=[CH:30][CH:29]=2)=[O:15])[CH:10]([CH2:34][C:35]([OH:37])=O)[CH2:9]1)[C:2]1[CH:7]=[CH:6][CH:5]=[CH:4][CH:3]=1.[C:38]1([NH2:45])[CH:43]=[CH:42][CH:41]=[CH:40][C:39]=1[NH2:44].CCN=C=NCCCN(C)C.Cl.C1C=CC2N(O)N=NC=2C=1.C(=O)(O)[O-].[Na+]. Product: [NH2:44][C:39]1[CH:40]=[CH:41][CH:42]=[CH:43][C:38]=1[NH:45][C:35](=[O:37])[CH2:34][CH:10]1[CH2:9][N:8]([CH2:1][C:2]2[CH:3]=[CH:4][CH:5]=[CH:6][CH:7]=2)[CH2:13][CH2:12][N:11]1[C:14]([C:16]1[CH:20]=[C:19]([CH3:21])[N:18]([C:22]2[CH:27]=[CH:26][CH:25]=[CH:24][CH:23]=2)[C:17]=1[C:28]1[CH:33]=[CH:32][CH:31]=[CH:30][CH:29]=1)=[O:15]. The catalyst class is: 3. (8) Reactant: [CH3:1][O:2][C:3]1[CH:8]=[CH:7][NH:6][C:5](=[O:9])[C:4]=1[C:10]#[N:11].Cl[C:13]1[CH:18]=[CH:17][N:16]=[CH:15][C:14]=1[N+:19]([O-:21])=[O:20].C(=O)([O-])[O-].[Cs+].[Cs+].C(=O)([O-])O.[Na+]. Product: [CH3:1][O:2][C:3]1[CH:8]=[CH:7][N:6]([C:13]2[CH:18]=[CH:17][N:16]=[CH:15][C:14]=2[N+:19]([O-:21])=[O:20])[C:5](=[O:9])[C:4]=1[C:10]#[N:11]. The catalyst class is: 9. (9) Reactant: [OH:1][CH2:2][C:3]([NH:6][C:7]1[S:8][CH:9]=[C:10]([C:12]2[N:16]([CH3:17])[CH:15]=[C:14]([C:18]#[N:19])[CH:13]=2)[N:11]=1)([CH3:5])[CH3:4].C(N(CC)CC)C.Cl[C:28](Cl)([O:30]C(=O)OC(Cl)(Cl)Cl)Cl. Product: [CH3:4][C:3]1([CH3:5])[CH2:2][O:1][C:28](=[O:30])[N:6]1[C:7]1[S:8][CH:9]=[C:10]([C:12]2[N:16]([CH3:17])[CH:15]=[C:14]([C:18]#[N:19])[CH:13]=2)[N:11]=1. The catalyst class is: 7. (10) Reactant: [Cl:1][C:2]1[CH:3]=[C:4]2[C:9](=[C:10]([Cl:12])[CH:11]=1)[CH2:8][N:7]([CH3:13])[CH2:6][CH:5]2[C:14]1[CH:19]=[CH:18][C:17]([NH2:20])=[CH:16][CH:15]=1.[N:21]([CH2:24][CH3:25])=[C:22]=[S:23]. Product: [ClH:1].[Cl:1][C:2]1[CH:3]=[C:4]2[C:9](=[C:10]([Cl:12])[CH:11]=1)[CH2:8][N:7]([CH3:13])[CH2:6][CH:5]2[C:14]1[CH:19]=[CH:18][C:17]([NH:20][C:22]([NH:21][CH2:24][CH3:25])=[S:23])=[CH:16][CH:15]=1. The catalyst class is: 7.